Dataset: Full USPTO retrosynthesis dataset with 1.9M reactions from patents (1976-2016). Task: Predict the reactants needed to synthesize the given product. Given the product [F:1][C:2]1[CH:26]=[CH:25][CH:24]=[C:23]([F:27])[C:3]=1[CH2:4][O:5][C:6]1[C:7]2[N:8]([C:13]([C:17]3[O:18][C:21]([CH3:22])=[CH:20][N:19]=3)=[C:14]([CH3:16])[N:15]=2)[CH:9]=[C:10]([CH3:12])[CH:11]=1, predict the reactants needed to synthesize it. The reactants are: [F:1][C:2]1[CH:26]=[CH:25][CH:24]=[C:23]([F:27])[C:3]=1[CH2:4][O:5][C:6]1[C:7]2[N:8]([C:13]([C:17]([NH:19][CH2:20][C:21]#[CH:22])=[O:18])=[C:14]([CH3:16])[N:15]=2)[CH:9]=[C:10]([CH3:12])[CH:11]=1.